Dataset: NCI-60 drug combinations with 297,098 pairs across 59 cell lines. Task: Regression. Given two drug SMILES strings and cell line genomic features, predict the synergy score measuring deviation from expected non-interaction effect. (1) Drug 1: COC1=CC(=CC(=C1O)OC)C2C3C(COC3=O)C(C4=CC5=C(C=C24)OCO5)OC6C(C(C7C(O6)COC(O7)C8=CC=CS8)O)O. Drug 2: CN(C)N=NC1=C(NC=N1)C(=O)N. Cell line: MDA-MB-435. Synergy scores: CSS=2.02, Synergy_ZIP=-0.152, Synergy_Bliss=2.35, Synergy_Loewe=-12.9, Synergy_HSA=-2.28. (2) Drug 1: CC12CCC3C(C1CCC2OP(=O)(O)O)CCC4=C3C=CC(=C4)OC(=O)N(CCCl)CCCl.[Na+]. Drug 2: N.N.Cl[Pt+2]Cl. Cell line: M14. Synergy scores: CSS=37.5, Synergy_ZIP=-10.8, Synergy_Bliss=-5.70, Synergy_Loewe=-19.4, Synergy_HSA=-3.81. (3) Drug 1: C1CCC(C1)C(CC#N)N2C=C(C=N2)C3=C4C=CNC4=NC=N3. Cell line: K-562. Synergy scores: CSS=30.7, Synergy_ZIP=15.6, Synergy_Bliss=22.8, Synergy_Loewe=21.8, Synergy_HSA=20.1. Drug 2: CC1C(C(CC(O1)OC2CC(OC(C2O)C)OC3=CC4=CC5=C(C(=O)C(C(C5)C(C(=O)C(C(C)O)O)OC)OC6CC(C(C(O6)C)O)OC7CC(C(C(O7)C)O)OC8CC(C(C(O8)C)O)(C)O)C(=C4C(=C3C)O)O)O)O. (4) Drug 1: CC1=C(C(=O)C2=C(C1=O)N3CC4C(C3(C2COC(=O)N)OC)N4)N. Drug 2: C1CCC(C(C1)N)N.C(=O)(C(=O)[O-])[O-].[Pt+4]. Cell line: PC-3. Synergy scores: CSS=13.9, Synergy_ZIP=-7.41, Synergy_Bliss=-6.70, Synergy_Loewe=-1.83, Synergy_HSA=-3.38. (5) Drug 1: CCC(=C(C1=CC=CC=C1)C2=CC=C(C=C2)OCCN(C)C)C3=CC=CC=C3.C(C(=O)O)C(CC(=O)O)(C(=O)O)O. Drug 2: COC1=NC(=NC2=C1N=CN2C3C(C(C(O3)CO)O)O)N. Cell line: NCIH23. Synergy scores: CSS=-5.20, Synergy_ZIP=0.477, Synergy_Bliss=-2.22, Synergy_Loewe=-8.01, Synergy_HSA=-7.48. (6) Drug 1: CC1C(C(CC(O1)OC2CC(CC3=C2C(=C4C(=C3O)C(=O)C5=C(C4=O)C(=CC=C5)OC)O)(C(=O)CO)O)N)O.Cl. Drug 2: CC1C(C(CC(O1)OC2CC(CC3=C2C(=C4C(=C3O)C(=O)C5=C(C4=O)C(=CC=C5)OC)O)(C(=O)C)O)N)O.Cl. Cell line: TK-10. Synergy scores: CSS=29.6, Synergy_ZIP=1.60, Synergy_Bliss=1.82, Synergy_Loewe=-5.69, Synergy_HSA=2.70. (7) Drug 1: C1=CC=C(C(=C1)C(C2=CC=C(C=C2)Cl)C(Cl)Cl)Cl. Drug 2: CC12CCC3C(C1CCC2O)C(CC4=C3C=CC(=C4)O)CCCCCCCCCS(=O)CCCC(C(F)(F)F)(F)F. Cell line: NCIH23. Synergy scores: CSS=0.0545, Synergy_ZIP=-2.00, Synergy_Bliss=-5.27, Synergy_Loewe=-5.18, Synergy_HSA=-4.99. (8) Drug 1: COC1=NC(=NC2=C1N=CN2C3C(C(C(O3)CO)O)O)N. Drug 2: C(CN)CNCCSP(=O)(O)O. Cell line: ACHN. Synergy scores: CSS=-6.28, Synergy_ZIP=5.33, Synergy_Bliss=3.75, Synergy_Loewe=-2.35, Synergy_HSA=-2.82. (9) Drug 1: CNC(=O)C1=CC=CC=C1SC2=CC3=C(C=C2)C(=NN3)C=CC4=CC=CC=N4. Drug 2: CC(C1=C(C=CC(=C1Cl)F)Cl)OC2=C(N=CC(=C2)C3=CN(N=C3)C4CCNCC4)N. Cell line: UO-31. Synergy scores: CSS=5.93, Synergy_ZIP=-1.25, Synergy_Bliss=2.48, Synergy_Loewe=1.23, Synergy_HSA=2.50.